Dataset: Experimentally validated miRNA-target interactions with 360,000+ pairs, plus equal number of negative samples. Task: Binary Classification. Given a miRNA mature sequence and a target amino acid sequence, predict their likelihood of interaction. (1) The miRNA is hsa-miR-550b-2-5p with sequence AUGUGCCUGAGGGAGUAAGACA. The protein sequence of the target gene is MAEYLASIFGTEKDKVNCSFYFKIGACRHGDRCSRLHNKPTFSQTIALLNIYRNPQNSSQSADGLRCAVSDVEMQEHYDEFFEEVFTEMEEKYGEVEEMNVCDNLGDHLVGNVYVKFRREEDAEKAVIDLNNRWFNGQPIHAELSPVTDFREACCRQYEMGECTRGGFCNFMHLKPISRELRRELYGRRRKKHRSRSRSRERRSRSRDRGRGGGGGGGGGGGGRERDRRRSRDRERSGRF. Result: 0 (no interaction). (2) The miRNA is mmu-miR-706 with sequence AGAGAAACCCUGUCUCAAAAAA. The protein sequence of the target gene is MSGFDDPGIFYSDSFGGDPGAEEGQARKSQLQRRFKEFLRQYRVGTDRTGFTFKYRDELKRHYNLGEYWIEVEMEDLASFDEELADHLHKQPAEHLQLLEEAAKEVADEVTRPRPAGDELLQDIQVMLKSDASPSSIRILKSDMMSHLVKIPGIIISASAVRAKATRISIQCRSCHNTLTNIAMRPGLEGYALPRKCNMDQAGRPKCPLDPYFIMPDKCKCVDFQTLKLQELPDAVPHGEMPRHMQLYCDRYLCDKVVPGNRVTIMGIYSIKKFGLNPSKGRDRVGVGIRSSYIRVLGIQ.... Result: 1 (interaction). (3) The miRNA is mmu-miR-302b-3p with sequence UAAGUGCUUCCAUGUUUUAGUAG. The protein sequence of the target gene is MNQKLLKLENLLRFHTICRQVHSPSQRRLLAWCRHGFAPASSVWRDLLGARSWQTDMLIGSALHQHRLLVTKKEKRPPRSQLSPVKTKKEVEVWVGMTVEDLASAMAKDIDCVYEALLNTAIDVDSLEANSHLDEVWIKEVIKKAGMKLKWSKLKQERIRENKDAVRRPGTDPALLKPRSPVVTVMGHVDHGKTTLLDKLRETQVAAMEVGGITQHIGAFLVSLPSGEKITFLDTPGHAAFSAMRARGAQVTDIVVLVVAADDGVMKQTVESIQHAKDAEVPIILAINKCDKTDADPEKV.... Result: 1 (interaction). (4) The miRNA is hsa-miR-7113-5p with sequence UCCAGGGAGACAGUGUGUGAG. The protein sequence of the target gene is MNLSAAHHQISLSDGNNIPLIGLGTYSDPRPVPGKTYVAVKTAIDEGYRHIDGAYVYHNEHEVGEAIREKIAEGKVKREEIFYCGKLWNTEHVPSMVLPALERTLKALKLDYIDLYIIELPMAFKPGKEIYPRDENGRIIYDKTNLCATWEALEACKDAGLVKSLGVSNFNRRQLELILNKPGLKYKPVTNQVECHPYFTQTKLLKFCQQHDIVIVAHSPLGTCRNPSWVNVSSPPLLNDELLTSLGKKYNKTQAQIVLRFNIQRGIVVIPKSFTPERIKENFQIFDFSLTEEEMKDIDA.... Result: 0 (no interaction). (5) The miRNA is hsa-miR-6884-5p with sequence AGAGGCUGAGAAGGUGAUGUUG. The protein sequence of the target gene is MQPPPRKVKVTQELRNIQGEQMTKLQAKHQAECDLLEDMRTFSQKKAAIEREYAQGIQKLASQYLKRDWPGIKTDDRNDYRSMYPVWKSFLEGTMQVAQSRINICENYKNFISEPARAVRSLKEQQLKRCVDQLTKIQTELQETVKDLVKGKKKYFETEQMAHAVREKADIEAKSKLSLFQSRISLQKASVKLKARRSECNTKATHARNDYLLTLAAANAHQDRYYQTDLVNIMKALDGNVYDHLKDYLIAFSRTELETCQAIQNTFQFLLENSSKVVRDYNLQLFLQENAVFHKPQPFQ.... Result: 0 (no interaction). (6) The miRNA is mmu-miR-342-3p with sequence UCUCACACAGAAAUCGCACCCGU. The protein sequence of the target gene is MVVSGVLTAPAVLTAPHSGTSNTTFVVFENSHVNITAPLPFQHPSAGPLLRYSLETMTSPGFSSLAVNSTAVTPAPAVFKSLNLAVQIILSAIMIFILFVSFLGNLVVCLMVYQKAAMRSAINILLASLAFADMLLAVLNMPFALVTILTTRWIFGKFFCRLSAMFFWLFVIEGVAILLIISIDRFLIIVQRQDKLNPYRAKVLIAVSWATAFSVAFPLAVGNPDLQIPSRAPQCVFGYTTNSGYQAYVILISLISFFIPFLVILYSFMGILNTLRHNALRIHSYPEGICLSQASKLGLM.... Result: 0 (no interaction).